Dataset: Reaction yield outcomes from USPTO patents with 853,638 reactions. Task: Predict the reaction yield, written as a fraction of the theoretical maximum amount of product (1.0 means a 100% yield; for example, 0.34 means a 34% yield). (1) The reactants are C(NC(C)C)(C)C.C([Li])CCC.[F:13][C:14]1[CH:19]=[CH:18][CH:17]=[CH:16][N:15]=1.[F:20][C:21]1([F:35])[C:25](=[CH2:26])[CH2:24][N:23]([C:27]([O:29][C:30]([CH3:33])([CH3:32])[CH3:31])=[O:28])[C:22]1=[O:34].[Cl-].[NH4+]. The catalyst is O1CCCC1.CCCCCC. The product is [F:35][C:21]1([F:20])[C:25](=[CH2:26])[CH2:24][N:23]([C:27]([O:29][C:30]([CH3:31])([CH3:33])[CH3:32])=[O:28])[C:22]1([C:19]1[C:14]([F:13])=[N:15][CH:16]=[CH:17][CH:18]=1)[OH:34]. The yield is 0.670. (2) The reactants are [C:1]1([Mg]Br)[CH:6]=[CH:5][CH:4]=[CH:3][CH:2]=1.[N:9]12[CH2:16][CH2:15][CH:12]([CH2:13][CH2:14]1)[C@@H:11]([O:17][C:18](=[O:26])[C:19](=[O:25])[C:20]1[O:21][CH:22]=[CH:23][CH:24]=1)[CH2:10]2.[Cl-].[NH4+].CCOCC. The catalyst is C1COCC1.N#N. The product is [N:9]12[CH2:16][CH2:15][CH:12]([CH2:13][CH2:14]1)[C@@H:11]([O:17][C:18](=[O:26])[C:19]([C:20]1[O:21][CH:22]=[CH:23][CH:24]=1)([OH:25])[C:1]1[CH:6]=[CH:5][CH:4]=[CH:3][CH:2]=1)[CH2:10]2. The yield is 0.400. (3) The reactants are [C:1]([C:5]1[C:10]([O:11][CH3:12])=[CH:9][C:8]([C:13](=[O:15])[CH3:14])=[C:7]([OH:16])[CH:6]=1)([CH3:4])([CH3:3])[CH3:2].Cl[C:18]1[C:27]2[C:22](=[CH:23][C:24]([O:30][CH3:31])=[C:25]([O:28][CH3:29])[CH:26]=2)[N:21]=[CH:20][CH:19]=1.O. The catalyst is CN(C)C1C=CN=CC=1.ClC1C=CC=CC=1Cl. The product is [C:1]([C:5]1[C:10]([O:11][CH3:12])=[CH:9][C:8]([C:13](=[O:15])[CH3:14])=[C:7]([O:16][C:18]2[C:27]3[C:22](=[CH:23][C:24]([O:30][CH3:31])=[C:25]([O:28][CH3:29])[CH:26]=3)[N:21]=[CH:20][CH:19]=2)[CH:6]=1)([CH3:4])([CH3:2])[CH3:3]. The yield is 0.130. (4) The reactants are [CH2:1]([O:8][C:9]1[CH:28]=[CH:27][C:12]([CH2:13][NH:14][C:15]([C:17]2[CH:18]=[C:19]3[C:24](=[CH:25][CH:26]=2)[N:23]=[CH:22][CH:21]=[CH:20]3)=S)=[CH:11][CH:10]=1)[C:2]1[CH:7]=[CH:6][CH:5]=[CH:4][CH:3]=1.BrCC1C=CC2C(=CC=CC=2)C=1.Cl.[O:42]([NH2:44])[CH3:43].[OH-].[Na+]. The catalyst is C(#N)C.O.FC(F)(F)C(O)=O.CN1CCCC1=O.C(#N)C. The product is [CH2:1]([O:8][C:9]1[CH:28]=[CH:27][C:12]([CH2:13][NH:14][C:15]([C:17]2[CH:18]=[C:19]3[C:24](=[CH:25][CH:26]=2)[N:23]=[CH:22][CH:21]=[CH:20]3)=[N:44][O:42][CH3:43])=[CH:11][CH:10]=1)[C:2]1[CH:7]=[CH:6][CH:5]=[CH:4][CH:3]=1. The yield is 0.0640. (5) The reactants are [OH:1][N:2]([CH3:29])[C:3](=[NH:28])/[C:4](=[N:11]\[O:12][CH2:13][C:14]1[N:19]=[C:18]([NH:20][C:21](=[O:27])[O:22][C:23]([CH3:26])([CH3:25])[CH3:24])[CH:17]=[CH:16][CH:15]=1)/[C:5]1[CH:10]=[CH:9][CH:8]=[CH:7][N:6]=1.[C:30](N1C=CN=C1)(N1C=CN=C1)=[O:31]. The catalyst is C(#N)C. The product is [CH3:29][N:2]1[C:3](/[C:4](=[N:11]\[O:12][CH2:13][C:14]2[N:19]=[C:18]([NH:20][C:21](=[O:27])[O:22][C:23]([CH3:25])([CH3:26])[CH3:24])[CH:17]=[CH:16][CH:15]=2)/[C:5]2[CH:10]=[CH:9][CH:8]=[CH:7][N:6]=2)=[N:28][C:30](=[O:31])[O:1]1. The yield is 0.850. (6) The reactants are [N+:1]([C:4]1[CH:13]=[C:12]2[C:7]3=[C:8]([CH:16]=[C:17]([C:19]([OH:21])=[O:20])[CH:18]=[C:6]3[CH:5]=1)[C:9](=O)[O:10][C:11]2=[O:14])([O-:3])=[O:2].[NH2:22][CH2:23][CH2:24][CH2:25][C:26]([OH:28])=[O:27].C([O-])(=O)C.[Na+]. The catalyst is C(O)(=O)C. The product is [C:26]([CH2:25][CH2:24][CH2:23][N:22]1[C:9](=[O:10])[C:8]2[CH:16]=[C:17]([C:19]([OH:21])=[O:20])[CH:18]=[C:6]3[C:7]=2[C:12](=[CH:13][C:4]([N+:1]([O-:3])=[O:2])=[CH:5]3)[C:11]1=[O:14])([OH:28])=[O:27]. The yield is 0.930.